From a dataset of Forward reaction prediction with 1.9M reactions from USPTO patents (1976-2016). Predict the product of the given reaction. The product is: [Cl:1][C:2]1[CH:3]=[C:4]([C@:9]2([CH2:16][CH:17]3[O:21][CH2:20][CH2:19][O:18]3)[CH2:14][N:13]([C:4]3[CH:3]=[CH:2][CH:7]=[C:6]([O:25][CH3:22])[N:30]=3)[C:12](=[O:15])[CH2:11][CH2:10]2)[CH:5]=[CH:6][C:7]=1[Cl:8]. Given the reactants [Cl:1][C:2]1[CH:3]=[C:4]([C@:9]2([CH2:16][CH:17]3[O:21][CH2:20][CH2:19][O:18]3)[CH2:14][NH:13][C:12](=[O:15])[CH2:11][CH2:10]2)[CH:5]=[CH:6][C:7]=1[Cl:8].[C:22](=[O:25])([O-])[O-].[K+].[K+].[Br-].Cl.[NH3:30], predict the reaction product.